This data is from Reaction yield outcomes from USPTO patents with 853,638 reactions. The task is: Predict the reaction yield, written as a fraction of the theoretical maximum amount of product (1.0 means a 100% yield; for example, 0.34 means a 34% yield). (1) The reactants are Cl[C:2]1[CH:15]=[CH:14][C:5]([C:6]([C:8]2[CH:13]=[CH:12][CH:11]=[CH:10][CH:9]=2)=[O:7])=[CH:4][CH:3]=1.[SH:16][CH2:17][C:18]([OH:20])=[O:19].CN(C=O)C.[OH-].[Na+]. The catalyst is O. The product is [C:18]([CH2:17][S:16][C:2]1[CH:15]=[CH:14][C:5]([C:6]([C:8]2[CH:13]=[CH:12][CH:11]=[CH:10][CH:9]=2)=[O:7])=[CH:4][CH:3]=1)([OH:20])=[O:19]. The yield is 0.750. (2) The reactants are CC(OI1(OC(C)=O)(OC(C)=O)OC(=O)C2C=CC=CC1=2)=O.[Br:23][C:24]1[CH:29]=[CH:28][C:27]([CH:30]([OH:35])[C:31]([F:34])([F:33])[F:32])=[C:26]([F:36])[CH:25]=1.[O-]S([O-])(=S)=O.[Na+].[Na+]. The catalyst is C(Cl)Cl. The product is [Br:23][C:24]1[CH:29]=[CH:28][C:27]([C:30](=[O:35])[C:31]([F:34])([F:33])[F:32])=[C:26]([F:36])[CH:25]=1. The yield is 0.300.